From a dataset of Reaction yield outcomes from USPTO patents with 853,638 reactions. Predict the reaction yield, written as a fraction of the theoretical maximum amount of product (1.0 means a 100% yield; for example, 0.34 means a 34% yield). (1) The reactants are [NH2:1][C:2]1[CH:9]=[CH:8][C:5]([C:6]#[N:7])=[CH:4][CH:3]=1.[CH3:10]I. The catalyst is O1CCCC1. The product is [CH3:10][NH:1][C:2]1[CH:9]=[CH:8][C:5]([C:6]#[N:7])=[CH:4][CH:3]=1. The yield is 0.760. (2) The reactants are [P:1]([O:13][CH2:14][N:15]1[CH:20]=[CH:19][C:18]([NH:21][C:22](=[O:39])[C:23]2[CH:28]=[CH:27][C:26]([Cl:29])=[CH:25][C:24]=2[O:30][C:31]2[CH:36]=[CH:35][C:34]([F:37])=[CH:33][C:32]=2[CH3:38])=[CH:17][C:16]1=[O:40])([O:8]C(C)(C)C)([O:3]C(C)(C)C)=[O:2].CC(O)=O. The yield is 0.435. The product is [P:1]([OH:8])([OH:3])([O:13][CH2:14][N:15]1[CH:20]=[CH:19][C:18]([NH:21][C:22](=[O:39])[C:23]2[CH:28]=[CH:27][C:26]([Cl:29])=[CH:25][C:24]=2[O:30][C:31]2[CH:36]=[CH:35][C:34]([F:37])=[CH:33][C:32]=2[CH3:38])=[CH:17][C:16]1=[O:40])=[O:2]. The catalyst is CC#N.O. (3) The reactants are [CH3:1][O:2][C:3]([C:5]1[N:6]=[CH:7][S:8][C:9]=1Br)=[O:4].[CH:11]1(B(O)O)[CH2:13][CH2:12]1.[O-]P([O-])([O-])=O.[K+].[K+].[K+].C1(C)C=CC=CC=1. The catalyst is O.C1C=CC([P]([Pd]([P](C2C=CC=CC=2)(C2C=CC=CC=2)C2C=CC=CC=2)([P](C2C=CC=CC=2)(C2C=CC=CC=2)C2C=CC=CC=2)[P](C2C=CC=CC=2)(C2C=CC=CC=2)C2C=CC=CC=2)(C2C=CC=CC=2)C2C=CC=CC=2)=CC=1. The product is [CH3:1][O:2][C:3]([C:5]1[N:6]=[CH:7][S:8][C:9]=1[CH:11]1[CH2:13][CH2:12]1)=[O:4]. The yield is 0.510.